This data is from Forward reaction prediction with 1.9M reactions from USPTO patents (1976-2016). The task is: Predict the product of the given reaction. Given the reactants [F:1][C:2]1[CH:7]=[C:6]([I:8])[CH:5]=[CH:4][C:3]=1[N:9]1[C:14]2[N:15]([CH3:22])[C:16](=[O:21])[C:17]([CH3:20])=[C:18]([OH:19])[C:13]=2[C:12](=[O:23])[N:11]([CH2:24][C:25]2[CH:30]=[CH:29][C:28]([O:31][CH3:32])=[CH:27][CH:26]=2)[C:10]1=[O:33].C(N(CC)CC)C.Cl.CN(C)C.[C:46]1([CH3:56])[CH:51]=[CH:50][C:49]([S:52](Cl)(=[O:54])=[O:53])=[CH:48][CH:47]=1, predict the reaction product. The product is: [CH3:56][C:46]1[CH:51]=[CH:50][C:49]([S:52]([O:19][C:18]2[C:13]3[C:12](=[O:23])[N:11]([CH2:24][C:25]4[CH:26]=[CH:27][C:28]([O:31][CH3:32])=[CH:29][CH:30]=4)[C:10](=[O:33])[N:9]([C:3]4[CH:4]=[CH:5][C:6]([I:8])=[CH:7][C:2]=4[F:1])[C:14]=3[N:15]([CH3:22])[C:16](=[O:21])[C:17]=2[CH3:20])(=[O:54])=[O:53])=[CH:48][CH:47]=1.